This data is from Full USPTO retrosynthesis dataset with 1.9M reactions from patents (1976-2016). The task is: Predict the reactants needed to synthesize the given product. (1) Given the product [ClH:30].[N:6]1[CH:7]=[CH:9][C:34]([CH2:35][N:19]([C@:9]([CH2:10][C:11]2[CH:12]=[CH:13][C:14]([OH:17])=[CH:15][CH:16]=2)([CH3:18])[C:7]([NH:6][CH2:1][CH2:2][CH:3]([CH3:4])[CH3:5])=[O:8])[C:20](=[O:29])[OH:21])=[CH:2][CH:1]=1, predict the reactants needed to synthesize it. The reactants are: [CH2:1]([NH:6][C:7]([C@:9]([NH:19][C:20](=[O:29])[O:21]CC1C=CN=CC=1)([CH3:18])[CH2:10][C:11]1[CH:16]=[CH:15][C:14]([OH:17])=[CH:13][CH:12]=1)=[O:8])[CH2:2][CH:3]([CH3:5])[CH3:4].[ClH:30].CCO[CH2:34][CH3:35]. (2) Given the product [CH2:8]([C:6]1[N:5]=[CH:4][NH:3][C:2](=[O:1])[CH:7]=1)[CH3:9], predict the reactants needed to synthesize it. The reactants are: [OH:1][C:2]1[CH:7]=[C:6]([CH2:8][CH3:9])[N:5]=[C:4](S)[N:3]=1. (3) Given the product [OH:21][CH:10]1[CH2:11][C:19]2[C:18]([NH:14][C:2](=[O:3])[O:4][CH2:5][C:6]3[CH:11]=[CH:10][CH:9]=[CH:8][CH:7]=3)=[CH:20][CH:5]=[CH:6][C:7]=2[CH2:8][CH2:9]1, predict the reactants needed to synthesize it. The reactants are: Cl[C:2]([O:4][CH2:5][C:6]1[CH:11]=[CH:10][CH:9]=[CH:8][CH:7]=1)=[O:3].CC[N:14]([CH:18]([CH3:20])[CH3:19])C(C)C.[OH-:21].[Na+].